This data is from Reaction yield outcomes from USPTO patents with 853,638 reactions. The task is: Predict the reaction yield, written as a fraction of the theoretical maximum amount of product (1.0 means a 100% yield; for example, 0.34 means a 34% yield). The reactants are [OH:1][N:2]=[C:3]([C:12]#[N:13])[C:4]1[CH:9]=[CH:8][C:7]([O:10][CH3:11])=[CH:6][CH:5]=1.C(N(CC)CC)C.[CH3:21][S:22](Cl)(=[O:24])=[O:23]. The catalyst is O1CCCC1.C(Cl)Cl. The product is [CH3:21][S:22]([O:1][N:2]=[C:3]([C:12]#[N:13])[C:4]1[CH:9]=[CH:8][C:7]([O:10][CH3:11])=[CH:6][CH:5]=1)(=[O:24])=[O:23]. The yield is 0.830.